Dataset: Forward reaction prediction with 1.9M reactions from USPTO patents (1976-2016). Task: Predict the product of the given reaction. The product is: [NH:6]1[C:7]2[CH:12]=[C:11]([C:13]([O:15][CH3:16])=[O:14])[CH:10]=[CH:9][C:8]=2[CH2:17][S:18]1(=[O:21])=[O:19]. Given the reactants O=P(Cl)(Cl)Cl.[NH2:6][C:7]1[CH:12]=[C:11]([C:13]([O:15][CH3:16])=[O:14])[CH:10]=[CH:9][C:8]=1[CH2:17][S:18]([O-:21])(=O)=[O:19].[Na+], predict the reaction product.